Dataset: Full USPTO retrosynthesis dataset with 1.9M reactions from patents (1976-2016). Task: Predict the reactants needed to synthesize the given product. (1) Given the product [ClH:1].[Cl:1][C:2]1[CH:33]=[CH:32][C:5]([C:6]([NH:8][C:9]2[CH:14]=[C:13]([C:15]3[N:19]4[N:20]=[CH:21][CH:22]=[CH:23][C:18]4=[N:17][C:16]=3[C:24]3[CH:29]=[CH:28][C:27]([F:30])=[C:26]([CH3:31])[CH:25]=3)[CH:12]=[CH:11][N:10]=2)=[O:7])=[CH:4][CH:3]=1, predict the reactants needed to synthesize it. The reactants are: [Cl:1][C:2]1[CH:33]=[CH:32][C:5]([C:6]([NH:8][C:9]2[CH:14]=[C:13]([C:15]3[N:19]4[N:20]=[CH:21][CH:22]=[CH:23][C:18]4=[N:17][C:16]=3[C:24]3[CH:29]=[CH:28][C:27]([F:30])=[C:26]([CH3:31])[CH:25]=3)[CH:12]=[CH:11][N:10]=2)=[O:7])=[CH:4][CH:3]=1.C(OCC)(=O)C.Cl. (2) Given the product [C:1]([C:3]1[CH:4]=[C:5]([C:9]2[CH:10]=[CH:11][C:12]([C:15]3[C:21]4[C:22]([CH3:27])=[C:23]([C:25]([OH:38])=[O:26])[S:24][C:20]=4[N:19]4[C:28]([CH3:31])=[N:29][N:30]=[C:18]4[C@H:17]([CH2:32][C:33]([O:35][CH3:36])=[O:34])[N:16]=3)=[CH:13][CH:14]=2)[CH:6]=[CH:7][CH:8]=1)#[N:2], predict the reactants needed to synthesize it. The reactants are: [C:1]([C:3]1[CH:4]=[C:5]([C:9]2[CH:14]=[CH:13][C:12]([C:15]3[C:21]4[C:22]([CH3:27])=[C:23]([CH:25]=[O:26])[S:24][C:20]=4[N:19]4[C:28]([CH3:31])=[N:29][N:30]=[C:18]4[C@H:17]([CH2:32][C:33]([O:35][CH3:36])=[O:34])[N:16]=3)=[CH:11][CH:10]=2)[CH:6]=[CH:7][CH:8]=1)#[N:2].P([O-])(O)(O)=[O:38].[Na+].OO.Cl([O-])=O.[Na+].S([O-])([O-])=O.[Na+].[Na+]. (3) Given the product [CH3:8][N:9]([CH3:15])[CH2:10][CH2:11][CH2:12][CH2:13][O:14][CH2:21][Sn:20]([CH2:16][CH2:17][CH2:18][CH3:19])([CH2:27][CH2:28][CH2:29][CH3:30])[CH2:23][CH2:24][CH2:25][CH3:26], predict the reactants needed to synthesize it. The reactants are: [H-].[Na+].O1CCCC1.[CH3:8][N:9]([CH3:15])[CH2:10][CH2:11][CH2:12][CH2:13][OH:14].[CH2:16]([Sn:20]([CH2:27][CH2:28][CH2:29][CH3:30])([CH2:23][CH2:24][CH2:25][CH3:26])[CH2:21]I)[CH2:17][CH2:18][CH3:19]. (4) Given the product [I:21][C:4]1[CH:5]=[C:6]2[C:11]3=[C:2]([O:14][CH2:13][CH2:12][N:10]3[CH:9]=[C:8]([C:15]([O:17][CH2:18][CH3:19])=[O:16])[C:7]2=[O:20])[CH:3]=1, predict the reactants needed to synthesize it. The reactants are: F[C:2]1[CH:3]=[C:4]([I:21])[CH:5]=[C:6]2[C:11]=1[N:10]([CH2:12][CH2:13][OH:14])[CH:9]=[C:8]([C:15]([O:17][CH2:18][CH3:19])=[O:16])[C:7]2=[O:20].N12CCCN=C1CCCCC2. (5) Given the product [Cl:1][C:2]1[CH:3]=[C:4]([NH:16][C:17]2[C:26]3[C:21](=[CH:22][CH:23]=[CH:24][C:25]=3[O:27][CH2:28][C:29]([N:32]([CH3:34])[CH3:33])([CH3:31])[CH3:30])[N:20]=[CH:19][N:18]=2)[CH:5]=[CH:6][C:7]=1[O:8][CH2:9][C:10]1[CH:15]=[C:14]([CH3:13])[O:39][N:11]=1, predict the reactants needed to synthesize it. The reactants are: [Cl:1][C:2]1[CH:3]=[C:4]([NH:16][C:17]2[C:26]3[C:21](=[CH:22][CH:23]=[CH:24][C:25]=3[O:27][CH2:28][C:29]([N:32]([CH3:34])[CH3:33])([CH3:31])[CH3:30])[N:20]=[CH:19][N:18]=2)[CH:5]=[CH:6][C:7]=1[O:8][CH2:9][C:10]1[CH:15]=[CH:14][CH:13]=C[N:11]=1.ClCC1C=C(C)[O:39]N=1. (6) Given the product [Cl:8][C:9]1[N:14]=[C:13]([O:7][CH2:6][CH:3]2[CH2:5][CH2:4]2)[CH:12]=[C:11]([CH2:16][O:17][CH2:18][C:19]([F:22])([F:20])[F:21])[N:10]=1, predict the reactants needed to synthesize it. The reactants are: [H-].[Na+].[CH:3]1([CH2:6][OH:7])[CH2:5][CH2:4]1.[Cl:8][C:9]1[N:14]=[C:13](Cl)[CH:12]=[C:11]([CH2:16][O:17][CH2:18][C:19]([F:22])([F:21])[F:20])[N:10]=1.O. (7) Given the product [F:1][C:2]1[C:10]2[C:5](=[C:6]([N:11]([CH3:20])[S:12]([C:15]3[S:16][CH:17]=[CH:18][CH:19]=3)(=[O:13])=[O:14])[CH:7]=[CH:8][CH:9]=2)[NH:4][C:3]=1[C:21]1[S:22][CH:23]([CH2:26][C:27]([OH:29])=[O:28])[CH2:24][N:25]=1, predict the reactants needed to synthesize it. The reactants are: [F:1][C:2]1[C:10]2[C:5](=[C:6]([N:11]([CH3:20])[S:12]([C:15]3[S:16][CH:17]=[CH:18][CH:19]=3)(=[O:14])=[O:13])[CH:7]=[CH:8][CH:9]=2)[NH:4][C:3]=1[C:21]1[S:22][CH:23]([CH2:26][C:27]([O:29]CC)=[O:28])[CH2:24][N:25]=1.[OH-].[Na+].Cl.